This data is from Full USPTO retrosynthesis dataset with 1.9M reactions from patents (1976-2016). The task is: Predict the reactants needed to synthesize the given product. (1) Given the product [F:36][C:32]1[CH:33]=[CH:34][CH:35]=[C:2]([F:1])[C:3]=1[C:4]([NH:6][C:7]1[CH:8]=[C:9]([C:27]([OH:29])=[O:28])[C:10]([C:13]2[CH:18]=[CH:17][CH:16]=[C:15]([C:19]3[C:23](=[O:24])[C:22]([CH3:25])([CH3:26])[O:21][N:20]=3)[CH:14]=2)=[CH:11][CH:12]=1)=[O:5], predict the reactants needed to synthesize it. The reactants are: [F:1][C:2]1[CH:35]=[CH:34][CH:33]=[C:32]([F:36])[C:3]=1[C:4]([NH:6][C:7]1[CH:8]=[C:9]([C:27]([O:29]CC)=[O:28])[C:10]([C:13]2[CH:18]=[CH:17][CH:16]=[C:15]([C:19]3[C:23](=[O:24])[C:22]([CH3:26])([CH3:25])[O:21][N:20]=3)[CH:14]=2)=[CH:11][CH:12]=1)=[O:5].C(OC(=O)C1C=C(NC(=O)C2C(F)=CC=CC=2F)C=CC=1Br)C.C(=O)([O-])[O-].[Na+].[Na+]. (2) Given the product [Cl:1][C:2]1[CH:3]=[CH:4][C:5]2[N:11]3[CH:12]=[CH:13][N:14]=[C:10]3[C@@H:9]([CH2:15][CH2:16][N:17]3[CH:21]=[C:20]([C:22]([OH:24])=[O:23])[CH:19]=[N:18]3)[O:8][C@H:7]([C:27]3[CH:32]=[CH:31][CH:30]=[C:29]([O:33][CH3:34])[C:28]=3[O:35][CH3:36])[C:6]=2[CH:37]=1, predict the reactants needed to synthesize it. The reactants are: [Cl:1][C:2]1[CH:3]=[CH:4][C:5]2[N:11]3[CH:12]=[CH:13][N:14]=[C:10]3[C@@H:9]([CH2:15][CH2:16][N:17]3[CH:21]=[C:20]([C:22]([O:24]CC)=[O:23])[CH:19]=[N:18]3)[O:8][C@H:7]([C:27]3[CH:32]=[CH:31][CH:30]=[C:29]([O:33][CH3:34])[C:28]=3[O:35][CH3:36])[C:6]=2[CH:37]=1.[OH-].[Na+].Cl. (3) Given the product [F:33][C:25]1[C:26]([C:30](=[O:31])[NH:55][CH2:56][C:57]2([C:66]3[CH:67]=[CH:68][CH:69]=[CH:70][CH:71]=3)[CH2:58][CH2:59][N:60]([CH2:63][CH2:64][OH:65])[CH2:61][CH2:62]2)=[N:27][CH:28]=[CH:29][C:24]=1[S:23][C:20]1[S:19][C:18]([NH:17][C:14]2[N:15]=[CH:16][C:11]([CH2:10][N:8]([CH3:9])[C:6](=[O:7])[O:5][C:1]([CH3:2])([CH3:3])[CH3:4])=[CH:12][CH:13]=2)=[N:22][CH:21]=1, predict the reactants needed to synthesize it. The reactants are: [C:1]([O:5][C:6]([N:8]([CH2:10][C:11]1[CH:12]=[CH:13][C:14]([NH:17][C:18]2[S:19][C:20]([S:23][C:24]3[CH:29]=[CH:28][N:27]=[C:26]([C:30](O)=[O:31])[C:25]=3[F:33])=[CH:21][N:22]=2)=[N:15][CH:16]=1)[CH3:9])=[O:7])([CH3:4])([CH3:3])[CH3:2].C1C=CC2N(O)N=NC=2C=1.CCN=C=NCCCN(C)C.[NH2:55][CH2:56][C:57]1([C:66]2[CH:71]=[CH:70][CH:69]=[CH:68][CH:67]=2)[CH2:62][CH2:61][N:60]([CH2:63][CH2:64][OH:65])[CH2:59][CH2:58]1.C(N(C(C)C)CC)(C)C. (4) Given the product [Cl:24][C:22]1[CH:21]=[CH:20][C:15]2[C:16](=[O:17])[NH:1][C:2]3[CH:7]=[C:6]([CH2:8][C:9]([O:11][CH3:12])=[O:10])[CH:5]=[CH:4][C:3]=3[NH:13][C:14]=2[CH:23]=1, predict the reactants needed to synthesize it. The reactants are: [NH2:1][C:2]1[CH:7]=[C:6]([CH2:8][C:9]([O:11][CH3:12])=[O:10])[CH:5]=[CH:4][C:3]=1[NH:13][C:14]1[CH:23]=[C:22]([Cl:24])[CH:21]=[CH:20][C:15]=1[C:16](OC)=[O:17].CC1C=CC(S(O)(=O)=O)=CC=1.O. (5) The reactants are: CN(C1C=CC=CN=1)C.[F:10][C:11]1[CH:12]=[C:13]([CH:17]=[CH:18][C:19]=1[O:20][CH3:21])[C:14](Cl)=[O:15].[Na].[CH3:23][O:24][C:25]1[CH:26]=[C:27]2[C:31](=[CH:32][CH:33]=1)[NH:30][C:29](=[O:34])[C:28]2=[O:35].C1C[O:39]CC1. Given the product [F:10][C:11]1[CH:12]=[C:13]([CH:17]=[CH:18][C:19]=1[O:20][CH3:21])[C:14]([NH:30][C:31]1[CH:32]=[CH:33][C:25]([O:24][CH3:23])=[CH:26][C:27]=1[C:28](=[O:35])[C:29]([OH:39])=[O:34])=[O:15], predict the reactants needed to synthesize it.